This data is from Full USPTO retrosynthesis dataset with 1.9M reactions from patents (1976-2016). The task is: Predict the reactants needed to synthesize the given product. (1) Given the product [CH2:24]([O:23][C:21](=[O:22])[C:20](=[O:26])[CH2:12][C:11]([C:14]1[N:15]=[CH:16][N:17]([CH3:19])[CH:18]=1)=[O:13])[CH3:25], predict the reactants needed to synthesize it. The reactants are: C[Si]([N-][Si](C)(C)C)(C)C.[Li+].[C:11]([C:14]1[N:15]=[CH:16][N:17]([CH3:19])[CH:18]=1)(=[O:13])[CH3:12].[C:20](OCC)(=[O:26])[C:21]([O:23][CH2:24][CH3:25])=[O:22]. (2) Given the product [O:12]=[C:2]1[CH2:3][CH2:4][C:5]2([CH2:10][CH2:9][C:8](=[O:11])[CH2:7][CH2:6]2)[N:1]1[C:20]([O:22][C:23]([CH3:26])([CH3:25])[CH3:24])=[O:21], predict the reactants needed to synthesize it. The reactants are: [NH:1]1[C:5]2([CH2:10][CH2:9][C:8](=[O:11])[CH2:7][CH2:6]2)[CH2:4][CH2:3][C:2]1=[O:12].CCN(CC)CC.[C:20](O[C:20]([O:22][C:23]([CH3:26])([CH3:25])[CH3:24])=[O:21])([O:22][C:23]([CH3:26])([CH3:25])[CH3:24])=[O:21]. (3) Given the product [Br:7][C:5]1[N:6]=[C:2]([C:23]2[CH:28]=[CH:27][N:26]=[C:25]([NH:29][C:30](=[O:32])[CH3:31])[CH:24]=2)[S:3][C:4]=1[C:8]1[N:12]=[CH:11][N:10]([CH2:13][O:14][CH2:15][CH2:16][Si:17]([CH3:20])([CH3:19])[CH3:18])[N:9]=1, predict the reactants needed to synthesize it. The reactants are: Br[C:2]1[S:3][C:4]([C:8]2[N:12]=[CH:11][N:10]([CH2:13][O:14][CH2:15][CH2:16][Si:17]([CH3:20])([CH3:19])[CH3:18])[N:9]=2)=[C:5]([Br:7])[N:6]=1.C[Sn](C)(C)[C:23]1[CH:28]=[CH:27][N:26]=[C:25]([NH:29][C:30](=[O:32])[CH3:31])[CH:24]=1.[Cl-].[Li+]. (4) Given the product [F:8][C:7]1[CH:6]=[CH:5][C:4]([C:9]2[N:13]3[CH:14]=[CH:15][C:16]([C:18]([F:21])([F:20])[F:19])=[N:17][C:12]3=[N:11][CH:10]=2)=[CH:3][C:2]=1[C:29]1[CH:30]=[N:31][CH:32]=[C:33]([CH3:35])[CH:34]=1, predict the reactants needed to synthesize it. The reactants are: Br[C:2]1[CH:3]=[C:4]([C:9]2[N:13]3[CH:14]=[CH:15][C:16]([C:18]([F:21])([F:20])[F:19])=[N:17][C:12]3=[N:11][CH:10]=2)[CH:5]=[CH:6][C:7]=1[F:8].CC1(C)COB([C:29]2[CH:30]=[N:31][CH:32]=[C:33]([CH3:35])[CH:34]=2)OC1.C(=O)([O-])[O-].[Cs+].[Cs+]. (5) Given the product [NH2:22][C:4]1[CH:3]=[C:2]([Cl:1])[C:7]([S:8]([NH:9][C:10]2[CH:19]=[CH:18][C:13]3[CH2:14][O:15][B:16]([OH:17])[C:12]=3[CH:11]=2)(=[O:20])=[O:21])=[N:6][CH:5]=1, predict the reactants needed to synthesize it. The reactants are: [Cl:1][C:2]1[CH:3]=[C:4]([NH:22]C(=O)C)[CH:5]=[N:6][C:7]=1[S:8](=[O:21])(=[O:20])[NH:9][C:10]1[CH:19]=[CH:18][C:13]2[CH2:14][O:15][B:16]([OH:17])[C:12]=2[CH:11]=1.